Task: Predict which catalyst facilitates the given reaction.. Dataset: Catalyst prediction with 721,799 reactions and 888 catalyst types from USPTO (1) Reactant: [Si]([O:18][C:19]1[CH:56]=[CH:55][C:22]([O:23][CH2:24][C@@H:25]([OH:54])[CH2:26][NH:27][CH2:28][CH2:29][C:30]2[CH:53]=[CH:52][C:33]([NH:34][CH:35]3[CH2:40][CH2:39][N:38]([C:41]([C:43]4[C:51]5[C:46](=[CH:47][CH:48]=[CH:49][CH:50]=5)[NH:45][N:44]=4)=[O:42])[CH2:37][CH2:36]3)=[CH:32][CH:31]=2)=[CH:21][CH:20]=1)(C(C)(C)C)(C1C=CC=CC=1)C1C=CC=CC=1. Product: [OH:54][C@H:25]([CH2:24][O:23][C:22]1[CH:21]=[CH:20][C:19]([OH:18])=[CH:56][CH:55]=1)[CH2:26][NH:27][CH2:28][CH2:29][C:30]1[CH:53]=[CH:52][C:33]([NH:34][CH:35]2[CH2:40][CH2:39][N:38]([C:41]([C:43]3[C:51]4[C:46](=[CH:47][CH:48]=[CH:49][CH:50]=4)[NH:45][N:44]=3)=[O:42])[CH2:37][CH2:36]2)=[CH:32][CH:31]=1. The catalyst class is: 147. (2) Reactant: [CH3:1][N:2]1[CH2:7][CH2:6][N:5]([C:8]2[N:13]=[CH:12][C:11]([C:14]3[N:18]4[CH:19]=[CH:20][CH:21]=[CH:22][C:17]4=[N:16][C:15]=3[CH2:23][OH:24])=[CH:10][CH:9]=2)[CH2:4][CH2:3]1. Product: [CH3:1][N:2]1[CH2:7][CH2:6][N:5]([C:8]2[N:13]=[CH:12][C:11]([C:14]3[N:18]4[CH:19]=[CH:20][CH:21]=[CH:22][C:17]4=[N:16][C:15]=3[CH:23]=[O:24])=[CH:10][CH:9]=2)[CH2:4][CH2:3]1. The catalyst class is: 428.